This data is from Full USPTO retrosynthesis dataset with 1.9M reactions from patents (1976-2016). The task is: Predict the reactants needed to synthesize the given product. (1) Given the product [CH3:1][N:2]1[CH:6]=[C:5]([NH:7][C:13]2[N:18]=[C:17]([S:19][CH3:20])[N:16]=[C:15]3[N:21]([CH2:24][CH2:25][OH:26])[N:22]=[CH:23][C:14]=23)[N:4]=[CH:3]1, predict the reactants needed to synthesize it. The reactants are: [CH3:1][N:2]1[CH:6]=[C:5]([N+:7]([O-])=O)[N:4]=[CH:3]1.[H][H].Cl[C:13]1[N:18]=[C:17]([S:19][CH3:20])[N:16]=[C:15]2[N:21]([CH2:24][CH2:25][OH:26])[N:22]=[CH:23][C:14]=12.C(N(CC)CC)C. (2) Given the product [Br:1][C:2]1[C:3](=[O:30])[N:4]([C:22]2[C:27]([F:28])=[CH:26][CH:25]=[CH:24][C:23]=2[F:29])[C:5]([CH3:21])=[CH:6][C:7]=1[O:8][CH2:9][C:10]1[CH:19]=[CH:18][C:17]([F:20])=[CH:16][C:11]=1[C:12]([OH:14])=[O:13], predict the reactants needed to synthesize it. The reactants are: [Br:1][C:2]1[C:3](=[O:30])[N:4]([C:22]2[C:27]([F:28])=[CH:26][CH:25]=[CH:24][C:23]=2[F:29])[C:5]([CH3:21])=[CH:6][C:7]=1[O:8][CH2:9][C:10]1[CH:19]=[CH:18][C:17]([F:20])=[CH:16][C:11]=1[C:12]([O:14]C)=[O:13].[OH-].[Na+].C(O)(=O)CC(CC(O)=O)(C(O)=O)O. (3) Given the product [ClH:3].[N:5]1[C:14]2[C:9](=[CH:10][CH:11]=[CH:12][CH:13]=2)[C:8]([N:15]2[CH2:20][CH2:19][CH:18]([C:21]([Cl:3])=[O:23])[CH2:17][CH2:16]2)=[N:7][CH:6]=1, predict the reactants needed to synthesize it. The reactants are: S(Cl)([Cl:3])=O.[N:5]1[C:14]2[C:9](=[CH:10][CH:11]=[CH:12][CH:13]=2)[C:8]([N:15]2[CH2:20][CH2:19][CH:18]([C:21]([OH:23])=O)[CH2:17][CH2:16]2)=[N:7][CH:6]=1. (4) Given the product [O:14]1[C:22]2[CH:21]=[CH:20][CH:19]=[CH:18][C:17]=2[C:16]([CH2:8][C:9]#[N:10])=[CH:15]1, predict the reactants needed to synthesize it. The reactants are: [H-].[Na+].CCOP(OCC)([CH2:8][C:9]#[N:10])=O.[O:14]1[C:22]2[C:17](=[CH:18][CH:19]=[CH:20][CH:21]=2)[C:16](=O)[CH2:15]1. (5) Given the product [Si:1]([O:8][CH:9]1[C:17]2[C:12](=[C:13]([C:18]3[S:19][C:20]([C:23]4[CH:24]=[CH:25][C:26]([O:34][CH:33]([CH3:35])[CH3:32])=[C:27]([CH:30]=4)[C:28]#[N:29])=[CH:21][N:22]=3)[CH:14]=[CH:15][CH:16]=2)[CH2:11][CH2:10]1)([C:4]([CH3:7])([CH3:6])[CH3:5])([CH3:3])[CH3:2], predict the reactants needed to synthesize it. The reactants are: [Si:1]([O:8][CH:9]1[C:17]2[C:12](=[C:13]([C:18]3[S:19][C:20]([C:23]4[CH:24]=[CH:25][C:26](F)=[C:27]([CH:30]=4)[C:28]#[N:29])=[CH:21][N:22]=3)[CH:14]=[CH:15][CH:16]=2)[CH2:11][CH2:10]1)([C:4]([CH3:7])([CH3:6])[CH3:5])([CH3:3])[CH3:2].[CH3:32][CH:33]([CH3:35])[O-:34].[Na+]. (6) Given the product [Cl:7][CH:2]([Cl:1])[C:3](=[O:4])[CH2:21][C:20]([C:14]1[CH:15]=[CH:16][C:17]([O:18][CH3:19])=[C:12]([F:11])[CH:13]=1)=[O:22], predict the reactants needed to synthesize it. The reactants are: [Cl:1][CH:2]([Cl:7])[C:3](OC)=[O:4].C[O-].[Na+].[F:11][C:12]1[CH:13]=[C:14]([C:20](=[O:22])[CH3:21])[CH:15]=[CH:16][C:17]=1[O:18][CH3:19].Cl. (7) Given the product [NH2:21][C:20]1[C:2]([F:1])=[C:3]([CH:17]=[CH:18][CH:19]=1)[C:4]([N:6]1[CH2:10][CH2:9][CH2:8][C@H:7]1[C:11]([O:13][CH:14]([CH3:15])[CH3:16])=[O:12])=[O:5], predict the reactants needed to synthesize it. The reactants are: [F:1][C:2]1[C:20]([N+:21]([O-])=O)=[CH:19][CH:18]=[CH:17][C:3]=1[C:4]([N:6]1[CH2:10][CH2:9][CH2:8][C@H:7]1[C:11]([O:13][CH:14]([CH3:16])[CH3:15])=[O:12])=[O:5]. (8) Given the product [Br:27][C:28]1[N:29]=[C:30]([NH:15][C:14]2[CH:16]=[CH:17][C:11]([N:8]3[CH2:7][CH2:6][N:5]([CH:3]4[CH2:4][O:1][CH2:2]4)[CH2:10][CH2:9]3)=[CH:12][CH:13]=2)[C:31]2[N:32]([CH:34]=[CH:35][N:36]=2)[CH:33]=1, predict the reactants needed to synthesize it. The reactants are: [O:1]1[CH2:4][CH:3]([N:5]2[CH2:10][CH2:9][N:8]([C:11]3[CH:17]=[CH:16][C:14]([NH2:15])=[CH:13][CH:12]=3)[CH2:7][CH2:6]2)[CH2:2]1.CCN(C(C)C)C(C)C.[Br:27][C:28]1[N:29]=[C:30](Br)[C:31]2[N:32]([CH:34]=[CH:35][N:36]=2)[CH:33]=1. (9) Given the product [O:24]1[CH:28]=[CH:27][C:26]([C:2]2[CH:3]=[C:4]([C:20]([F:23])([F:22])[F:21])[C:5]3[CH:6]=[CH:7][C:8]4[N:9]([CH:12]=[C:13]([C:15]5[O:16][CH:17]=[N:18][N:19]=5)[N:14]=4)[C:10]=3[N:11]=2)=[CH:25]1, predict the reactants needed to synthesize it. The reactants are: Cl[C:2]1[CH:3]=[C:4]([C:20]([F:23])([F:22])[F:21])[C:5]2[CH:6]=[CH:7][C:8]3[N:9]([CH:12]=[C:13]([C:15]4[O:16][CH:17]=[N:18][N:19]=4)[N:14]=3)[C:10]=2[N:11]=1.[O:24]1[CH:28]=[CH:27][C:26](B(O)O)=[CH:25]1.[O-]P([O-])([O-])=O.[K+].[K+].[K+]. (10) Given the product [CH3:32][N:24]1[C:25]([CH2:27][C:28]([OH:30])=[O:29])=[CH:26][C:22]([O:21][CH2:9][CH2:8][CH2:7][C:6]2[C:2]([CH3:1])=[N:3][N:4]([C:11]3[CH:16]=[CH:15][C:14]([C:17]([F:20])([F:19])[F:18])=[CH:13][N:12]=3)[CH:5]=2)=[N:23]1, predict the reactants needed to synthesize it. The reactants are: [CH3:1][C:2]1[C:6]([CH:7](O)[CH2:8][CH3:9])=[CH:5][N:4]([C:11]2[CH:16]=[CH:15][C:14]([C:17]([F:20])([F:19])[F:18])=[CH:13][N:12]=2)[N:3]=1.[OH:21][C:22]1[CH:26]=[C:25]([CH2:27][C:28]([O:30]C)=[O:29])[N:24]([CH3:32])[N:23]=1.C(P(CCCC)CCCC)CCC.N(C(N1CCCCC1)=O)=NC(N1CCCCC1)=O.